Task: Predict the reactants needed to synthesize the given product.. Dataset: Full USPTO retrosynthesis dataset with 1.9M reactions from patents (1976-2016) The reactants are: [CH3:1][C:2]1([CH3:15])[C:6]([CH3:14])([CH2:7][O:8][C:9](=[O:13])[C:10]([CH3:12])=[CH2:11])[O:5][C:3]1=[O:4].B(F)(F)F.COC1C=CC(O)=CC=1. Given the product [CH3:12][C:10]1([CH3:11])[C:6]([CH3:14])([O:5][C:3](=[O:4])[C:2]([CH3:1])=[CH2:15])[CH2:7][O:8][C:9]1=[O:13], predict the reactants needed to synthesize it.